From a dataset of Reaction yield outcomes from USPTO patents with 853,638 reactions. Predict the reaction yield, written as a fraction of the theoretical maximum amount of product (1.0 means a 100% yield; for example, 0.34 means a 34% yield). (1) The reactants are [I:1][C:2]1[CH:11]=[CH:10][C:5]([C:6]([O:8][CH3:9])=[O:7])=[C:4]([N+:12]([O-])=O)[CH:3]=1. The catalyst is C(Cl)Cl.CCOC(C)=O. The product is [NH2:12][C:4]1[CH:3]=[C:2]([I:1])[CH:11]=[CH:10][C:5]=1[C:6]([O:8][CH3:9])=[O:7]. The yield is 0.900. (2) The reactants are [CH2:1]([C:3]1[CH:8]=[CH:7][C:6]([F:9])=[C:5]([O:10][CH3:11])[CH:4]=1)[CH3:2].C1C(=O)N([Br:19])C(=O)C1. The catalyst is CC#N. The product is [Br:19][C:8]1[CH:7]=[C:6]([F:9])[C:5]([O:10][CH3:11])=[CH:4][C:3]=1[CH2:1][CH3:2]. The yield is 0.970. (3) The reactants are [C:1]([C:3]1[CH:23]=[CH:22][C:6]2[NH:7][C:8](=[O:21])[C@@H:9]([NH:13][C:14](=[O:20])[O:15][C:16]([CH3:19])([CH3:18])[CH3:17])[C@H:10]([CH3:12])[NH:11][C:5]=2[CH:4]=1)#[N:2].Cl[CH2:25][C:26]1[C:35]2[C:30](=[CH:31][CH:32]=[CH:33][CH:34]=2)[CH:29]=[CH:28][C:27]=1[CH3:36].C(=O)([O-])[O-]. The catalyst is CN(C=O)C.CCOC(C)=O. The product is [C:1]([C:3]1[CH:23]=[CH:22][C:6]2[N:7]([CH2:25][C:26]3[C:35]4[C:30](=[CH:31][CH:32]=[CH:33][CH:34]=4)[CH:29]=[CH:28][C:27]=3[CH3:36])[C:8](=[O:21])[C@@H:9]([NH:13][C:14](=[O:20])[O:15][C:16]([CH3:18])([CH3:19])[CH3:17])[C@H:10]([CH3:12])[NH:11][C:5]=2[CH:4]=1)#[N:2]. The yield is 0.800. (4) The reactants are [Li+].CC([N-]C(C)C)C.[Br:9][C:10]1[CH:11]=[N:12][CH:13]=[C:14]([F:16])[CH:15]=1.Cl[C:18]([O:20][CH2:21][CH3:22])=[O:19]. The catalyst is C1COCC1. The product is [Br:9][C:10]1[CH:11]=[N:12][CH:13]=[C:14]([F:16])[C:15]=1[C:18]([O:20][CH2:21][CH3:22])=[O:19]. The yield is 0.690. (5) The reactants are [F:1][C:2]1[CH:7]=[CH:6][C:5]([N:8]2[C:17]3[C:12](=[CH:13][C:14]([CH2:18][CH2:19][C:20]4[CH:21]=[N:22][C:23]([CH3:26])=[N:24][CH:25]=4)=[CH:15][CH:16]=3)[C:11](=[O:27])[C:10]([C:28](OCC)=[O:29])=[CH:9]2)=[CH:4][CH:3]=1.[NH3:33]. The catalyst is CO. The product is [F:1][C:2]1[CH:3]=[CH:4][C:5]([N:8]2[C:17]3[C:12](=[CH:13][C:14]([CH2:18][CH2:19][C:20]4[CH:25]=[N:24][C:23]([CH3:26])=[N:22][CH:21]=4)=[CH:15][CH:16]=3)[C:11](=[O:27])[C:10]([C:28]([NH2:33])=[O:29])=[CH:9]2)=[CH:6][CH:7]=1. The yield is 0.650. (6) The reactants are [Br:1]Br.[CH3:3][O:4][C:5]1[CH:10]=[CH:9][C:8]([C:11]2[S:15][C:14]([C:16]([O:18][CH3:19])=[O:17])=[C:13]([CH3:20])[C:12]=2[CH3:21])=[CH:7][CH:6]=1. The catalyst is C(O)(=O)C. The product is [Br:1][C:6]1[CH:7]=[C:8]([C:11]2[S:15][C:14]([C:16]([O:18][CH3:19])=[O:17])=[C:13]([CH3:20])[C:12]=2[CH3:21])[CH:9]=[CH:10][C:5]=1[O:4][CH3:3]. The yield is 0.830. (7) The reactants are C1[O:12][C:4]2([CH2:10][CH:9]3[CH2:11][CH:5]2[CH2:6][NH:7][CH2:8]3)OC1.C(N([CH2:18][CH3:19])CC)C.Cl[C:21]([O:23][CH2:24][CH3:25])=[O:22].C(=O)(O)[O-:27].[Na+]. The catalyst is C(Cl)Cl. The product is [CH2:24]1[O:23][C:21]([N:7]2[CH2:6][CH:5]3[CH2:11][CH:9]([CH2:10][C:4]3=[O:12])[CH2:8]2)([O:27][CH2:18][CH3:19])[O:22][CH2:25]1. The yield is 0.613. (8) The reactants are [OH:1][CH:2]([CH:6]1[CH2:10][CH2:9][N:8]([C:11]2[CH:16]=[CH:15][CH:14]=[CH:13][CH:12]=2)[C:7]1=[O:17])/[CH:3]=[CH:4]/[CH3:5].CC(OI1(OC(C)=O)(OC(C)=O)OC(=O)C2C=CC=CC1=2)=[O:20]. The catalyst is ClCCl. The product is [C:2]([C:6]1([OH:20])[CH2:10][CH2:9][N:8]([C:11]2[CH:12]=[CH:13][CH:14]=[CH:15][CH:16]=2)[C:7]1=[O:17])(=[O:1])/[CH:3]=[CH:4]/[CH3:5]. The yield is 0.750. (9) The yield is 0.750. The reactants are [H-].[Na+].[Br:3][C:4]1[CH:9]=[CH:8][C:7]([CH2:10][C:11]#N)=[C:6]([C:13]([F:16])([F:15])[F:14])[CH:5]=1.[CH3:17]I.C[N:20]([CH:22]=O)C. The product is [Br:3][C:4]1[CH:9]=[CH:8][C:7]([C:10]([CH3:17])([CH3:11])[C:22]#[N:20])=[C:6]([C:13]([F:16])([F:15])[F:14])[CH:5]=1. The catalyst is C1COCC1. (10) The reactants are Cl[C:2]1[C:11]2[C:6](=[CH:7][C:8]([C:12]([O:14][CH3:15])=[O:13])=[CH:9][CH:10]=2)[N:5]=[C:4]([C:16]([F:25])([F:24])[C:17]2[CH:22]=[CH:21][C:20]([F:23])=[CH:19][CH:18]=2)[N:3]=1.[CH3:26][C:27]1[NH:31][N:30]=[C:29]([NH2:32])[CH:28]=1.CCN(C(C)C)C(C)C. The catalyst is CN(C=O)C.O. The product is [F:25][C:16]([F:24])([C:17]1[CH:18]=[CH:19][C:20]([F:23])=[CH:21][CH:22]=1)[C:4]1[N:3]=[C:2]([NH:32][C:29]2[CH:28]=[C:27]([CH3:26])[NH:31][N:30]=2)[C:11]2[C:6](=[CH:7][C:8]([C:12]([O:14][CH3:15])=[O:13])=[CH:9][CH:10]=2)[N:5]=1. The yield is 1.00.